From a dataset of Retrosynthesis with 50K atom-mapped reactions and 10 reaction types from USPTO. Predict the reactants needed to synthesize the given product. (1) The reactants are: COc1ccc2oc(B(O)O)cc2c1.Nc1ccc(Br)nc1F. Given the product COc1ccc2oc(-c3ccc(N)c(F)n3)cc2c1, predict the reactants needed to synthesize it. (2) Given the product Cc1nc(N2CCN(C(=O)OC(C)(C)C)[C@H](C)C2)ccc1[N+](=O)[O-], predict the reactants needed to synthesize it. The reactants are: CC(C)(C)OC(=O)OC(=O)OC(C)(C)C.Cc1nc(N2CCN[C@H](C)C2)ccc1[N+](=O)[O-]. (3) Given the product Cc1ccc(S(=O)(=O)NC2Cc3ccc(C(C)C(=O)O)cc3C2)cc1, predict the reactants needed to synthesize it. The reactants are: COC(=O)C(C)c1ccc2c(c1)CC(NS(=O)(=O)c1ccc(C)cc1)C2. (4) Given the product Cc1cc(O)c2c3c(oc(=O)c2c1)C(=O)c1c(O)cccc1C3=O, predict the reactants needed to synthesize it. The reactants are: COc1cc(C)cc2c(=O)oc3c(c12)C(=O)c1cccc(O)c1C3=O.